Task: Predict the reaction yield, written as a fraction of the theoretical maximum amount of product (1.0 means a 100% yield; for example, 0.34 means a 34% yield).. Dataset: Reaction yield outcomes from USPTO patents with 853,638 reactions (1) The reactants are [NH2:1][C:2]1[C:7]([F:8])=[C:6]([C:9]2[CH:14]=[CH:13][C:12]([Cl:15])=[C:11]([O:16][CH3:17])[C:10]=2[F:18])[N:5]=[C:4]([C:19]([OH:21])=[O:20])[C:3]=1[O:22][CH3:23].C([O-])([O-])=O.[K+].[K+].Br[CH2:31][C:32]1[CH:37]=[CH:36][CH:35]=[CH:34][CH:33]=1. The catalyst is CS(C)=O.O. The product is [NH2:1][C:2]1[C:7]([F:8])=[C:6]([C:9]2[CH:14]=[CH:13][C:12]([Cl:15])=[C:11]([O:16][CH3:17])[C:10]=2[F:18])[N:5]=[C:4]([C:19]([O:21][CH2:31][C:32]2[CH:37]=[CH:36][CH:35]=[CH:34][CH:33]=2)=[O:20])[C:3]=1[O:22][CH3:23]. The yield is 0.690. (2) The reactants are [CH3:1][C:2]1[C:6]([N+:7]([O-])=O)=[CH:5][N:4]([CH2:10][C:11]#[N:12])[N:3]=1.[NH4+].[Cl-]. The catalyst is CO.O.[Fe]. The product is [NH2:7][C:6]1[C:2]([CH3:1])=[N:3][N:4]([CH2:10][C:11]#[N:12])[CH:5]=1. The yield is 0.150. (3) The catalyst is CN(C=O)C. The yield is 0.810. The product is [F:30][C:27]1[CH:28]=[CH:29][C:22]([O:14][C:10]2[CH:9]=[C:8]3[C:13](=[CH:12][CH:11]=2)[N:5]([CH2:1][CH:2]([CH3:4])[CH3:3])[N:6]=[CH:7]3)=[C:23]([CH:26]=1)[C:24]#[N:25]. The reactants are [CH2:1]([N:5]1[C:13]2[C:8](=[CH:9][C:10]([OH:14])=[CH:11][CH:12]=2)[CH:7]=[N:6]1)[CH:2]([CH3:4])[CH3:3].C([O-])([O-])=O.[K+].[K+].F[C:22]1[CH:29]=[CH:28][C:27]([F:30])=[CH:26][C:23]=1[C:24]#[N:25]. (4) The reactants are [Cl:1][C:2]1[CH:3]=[C:4]([C@H:8]([O:22][CH2:23][CH2:24][NH:25][C:26]([O:28][CH3:29])=[O:27])[C@@H:9]2[CH2:14][CH2:13][CH2:12][N:11](C(OC(C)(C)C)=O)[CH2:10]2)[CH:5]=[CH:6][CH:7]=1.C(=O)(O)[O-].[Na+]. The catalyst is C(O)(C(F)(F)F)=O.C(Cl)Cl. The product is [Cl:1][C:2]1[CH:3]=[C:4]([C@@H:8]([C@@H:9]2[CH2:14][CH2:13][CH2:12][NH:11][CH2:10]2)[O:22][CH2:23][CH2:24][NH:25][C:26](=[O:27])[O:28][CH3:29])[CH:5]=[CH:6][CH:7]=1. The yield is 1.00. (5) The reactants are [Br:1][C:2]1[CH:7]=[CH:6][C:5]([Cl:8])=[C:4]([CH2:9][C:10]2[CH:15]=[CH:14][C:13]([O:16][CH2:17][CH:18]([O:20][CH:21](OCC)[CH3:22])[CH3:19])=[CH:12][CH:11]=2)[CH:3]=1.C(N(CC)CC)C.C[Si](OS(C(F)(F)F)(=O)=O)(C)C.[OH-].[Na+]. The catalyst is ClCCl.C(OCC)C. The product is [Br:1][C:2]1[CH:7]=[CH:6][C:5]([Cl:8])=[C:4]([CH2:9][C:10]2[CH:15]=[CH:14][C:13]([O:16][CH2:17][CH:18]([O:20][CH:21]=[CH2:22])[CH3:19])=[CH:12][CH:11]=2)[CH:3]=1. The yield is 0.590. (6) The reactants are C([O:4][CH2:5]/[C:6](/[CH3:15])=[CH:7]/[C:8]1[CH:13]=[CH:12][C:11]([CH3:14])=[CH:10][CH:9]=1)C=C.[CH:16]1[CH:21]=CC=C[CH:17]=1. No catalyst specified. The product is [CH3:15][CH:6]([CH:7]([C:8]1[CH:9]=[CH:10][C:11]([CH3:14])=[CH:12][CH:13]=1)[C:16]([CH3:21])=[CH2:17])[CH:5]=[O:4]. The yield is 0.290. (7) The reactants are C([Li])CCC.Br[C:7]1[C:12]([CH3:13])=[C:11]([O:14][CH3:15])[C:10]([CH3:16])=[C:9]([CH3:17])[C:8]=1[O:18][CH3:19].[CH3:20][CH:21]([CH3:36])[C:22]([C:24]1[CH:29]=[CH:28][C:27]([N:30]2[CH2:35][CH2:34][O:33][CH2:32][CH2:31]2)=[CH:26][CH:25]=1)=[O:23].O. The catalyst is O1CCCC1. The product is [CH3:19][O:18][C:8]1[C:9]([CH3:17])=[C:10]([CH3:16])[C:11]([O:14][CH3:15])=[C:12]([CH3:13])[C:7]=1[C:22]([C:24]1[CH:25]=[CH:26][C:27]([N:30]2[CH2:35][CH2:34][O:33][CH2:32][CH2:31]2)=[CH:28][CH:29]=1)([OH:23])[CH:21]([CH3:36])[CH3:20]. The yield is 0.900. (8) The reactants are Cl[C:2]1[N:7]=[C:6]([NH:8][C:9]2[CH:17]=[C:16]3[C:12]([C:13]([CH3:20])([CH3:19])[C:14](=[O:18])[NH:15]3)=[CH:11][CH:10]=2)[C:5]([N+:21]([O-:23])=[O:22])=[CH:4][N:3]=1.[CH2:24]([N:26]1[CH:30]=[C:29]([NH2:31])[CH:28]=[N:27]1)[CH3:25].CCN(C(C)C)C(C)C. The catalyst is O1CCOCC1. The product is [CH2:24]([N:26]1[CH:30]=[C:29]([NH:31][C:2]2[N:7]=[C:6]([NH:8][C:9]3[CH:17]=[C:16]4[C:12]([C:13]([CH3:20])([CH3:19])[C:14](=[O:18])[NH:15]4)=[CH:11][CH:10]=3)[C:5]([N+:21]([O-:23])=[O:22])=[CH:4][N:3]=2)[CH:28]=[N:27]1)[CH3:25]. The yield is 0.610. (9) The reactants are [C:1]([CH2:3][N:4]1[C:8]([CH3:9])=[CH:7][CH:6]=[C:5]1[C:10]([O:12][CH2:13][CH3:14])=[O:11])#[N:2].[ClH:15].[CH2:16]([O:18]CC)[CH3:17].C(O)C. No catalyst specified. The product is [ClH:15].[CH2:16]([O:18][C:1](=[NH:2])[CH2:3][N:4]1[C:8]([CH3:9])=[CH:7][CH:6]=[C:5]1[C:10]([O:12][CH2:13][CH3:14])=[O:11])[CH3:17]. The yield is 0.957. (10) The reactants are [N-:1]=[N+:2]=[N-:3].[Na+].Br[CH2:6]/[CH:7]=[CH:8]/[C:9]([O:11][CH3:12])=[O:10].[NH4+].[Cl-].O. The catalyst is CN(C=O)C.CC(OC)(C)C. The product is [N:1]([CH2:6]/[CH:7]=[CH:8]/[C:9]([O:11][CH3:12])=[O:10])=[N+:2]=[N-:3]. The yield is 0.951.